Dataset: Full USPTO retrosynthesis dataset with 1.9M reactions from patents (1976-2016). Task: Predict the reactants needed to synthesize the given product. (1) Given the product [CH:23]1([NH:26][C:27]([C:28]2[CH:33]=[C:32]([C:11]3[CH:12]=[CH:13][C:8]([C:5]4[O:4][C:3]([CH2:2][NH:15][CH:16]([CH2:19][OH:20])[CH2:17][OH:18])=[N:7][N:6]=4)=[CH:9][CH:10]=3)[C:31]([CH3:34])=[CH:30][CH:29]=2)=[O:44])[CH2:24][CH2:25]1, predict the reactants needed to synthesize it. The reactants are: Cl[CH2:2][C:3]1[O:4][C:5]([C:8]2[CH:13]=[CH:12][C:11](I)=[CH:10][CH:9]=2)=[N:6][N:7]=1.[NH2:15][CH:16]([CH2:19][OH:20])[CH2:17][OH:18].[I-].[K+].[CH:23]1([NH:26][C:27](=[O:44])[C:28]2[CH:33]=[CH:32][C:31]([CH3:34])=[C:30](B3OC(C)(C)C(C)(C)O3)[CH:29]=2)[CH2:25][CH2:24]1.C(=O)([O-])[O-].[Na+].[Na+]. (2) Given the product [Br:17][C:18]1[CH:23]=[CH:22][C:21]([NH:24][NH:25][C:13](=[O:15])[CH:12]=[CH:11][O:10][CH3:9])=[CH:20][CH:19]=1, predict the reactants needed to synthesize it. The reactants are: ON1C(=O)CCC1=O.[CH3:9][O:10][CH:11]=[CH:12][C:13]([OH:15])=O.Cl.[Br:17][C:18]1[CH:23]=[CH:22][C:21]([NH:24][NH2:25])=[CH:20][CH:19]=1.[OH-].[Na+].O1CCOCC1. (3) The reactants are: C([N:3](CC)CC)C.Br[CH2:9][CH2:10][NH:11][C:12](=[O:18])[O:13][C:14]([CH3:17])([CH3:16])[CH3:15].[OH:19][C@@H:20]([CH2:31][N:32]1[CH2:39][CH:38]2[O:40][CH:34]([CH2:35][NH:36][CH2:37]2)[CH2:33]1)[CH2:21][O:22][C:23]1[CH:30]=[CH:29][C:26]([C:27]#[N:28])=[CH:25][CH:24]=1. Given the product [OH-:13].[NH4+:3].[C:27]([C:26]1[CH:25]=[CH:24][C:23]([O:22][CH2:21][C@@H:20]([OH:19])[CH2:31][N:32]2[CH2:33][CH:34]3[O:40][CH:38]([CH2:37][N:36]([CH2:9][CH2:10][NH:11][C:12](=[O:18])[O:13][C:14]([CH3:17])([CH3:16])[CH3:15])[CH2:35]3)[CH2:39]2)=[CH:30][CH:29]=1)#[N:28], predict the reactants needed to synthesize it. (4) Given the product [CH2:3]([O:10][C:11]1[C:12]([O:22][CH3:23])=[CH:13][C:14]2[S:20][C:18]([CH3:19])=[N:17][C:15]=2[CH:16]=1)[C:4]1[CH:9]=[CH:8][CH:7]=[CH:6][CH:5]=1, predict the reactants needed to synthesize it. The reactants are: [H-].[Na+].[CH2:3]([O:10][C:11]1[C:12]([O:22][CH3:23])=[CH:13][C:14](Br)=[C:15]([NH:17][C:18](=[S:20])[CH3:19])[CH:16]=1)[C:4]1[CH:9]=[CH:8][CH:7]=[CH:6][CH:5]=1. (5) Given the product [CH2:18]([O:17][C:15](=[O:16])[C:14]1[CH:20]=[C:21]([Cl:24])[CH:22]=[N:23][C:13]=1[CH:9]([NH:8][C:6]([O:5][C:1]([CH3:4])([CH3:2])[CH3:3])=[O:7])[CH:10]1[CH2:11][CH2:25][O:27][CH2:12]1)[CH3:19], predict the reactants needed to synthesize it. The reactants are: [C:1]([O:5][C:6]([NH:8][C@H:9]([C:13]1[N:23]=[CH:22][C:21]([Cl:24])=[CH:20][C:14]=1[C:15]([O:17][CH2:18][CH3:19])=[O:16])[CH:10]([CH3:12])[CH3:11])=[O:7])([CH3:4])([CH3:3])[CH3:2].[CH2:25]([O:27]C(=O)CC(=O)C(NC(OC(C)(C)C)=O)C1CCOC1)C. (6) Given the product [Cl:14][C:15]1[CH:22]=[CH:21][C:18]([CH:19]2[S:24][CH2:25][C:26]([CH3:27])=[N:7][C:6]3[N:2]([CH3:1])[N:3]=[C:4]([C:8]4[CH:13]=[CH:12][CH:11]=[CH:10][N:9]=4)[C:5]2=3)=[C:17]([CH3:23])[CH:16]=1, predict the reactants needed to synthesize it. The reactants are: [CH3:1][N:2]1[C:6]([NH2:7])=[CH:5][C:4]([C:8]2[CH:13]=[CH:12][CH:11]=[CH:10][N:9]=2)=[N:3]1.[Cl:14][C:15]1[CH:22]=[CH:21][C:18]([CH:19]=O)=[C:17]([CH3:23])[CH:16]=1.[SH:24][CH2:25][C:26](=O)[CH3:27].C1(C)C=CC(S(O)(=O)=O)=CC=1.